Task: Predict which catalyst facilitates the given reaction.. Dataset: Catalyst prediction with 721,799 reactions and 888 catalyst types from USPTO Reactant: [C:1]([N:5]1[C:9](=[O:10])[C:8](Cl)=[C:7]([C:12]2[CH:17]=[CH:16][CH:15]=[CH:14][CH:13]=2)[S:6]1(=[O:19])=[O:18])([CH3:4])([CH3:3])[CH3:2].Cl.Cl.[Cl:22][C:23]1[CH:24]=[CH:25][C:26]([N:29]2[CH2:34][CH2:33][CH:32]([NH2:35])[CH2:31][CH2:30]2)=[N:27][CH:28]=1. Product: [C:1]([N:5]1[C:9](=[O:10])[C:8]([NH:35][CH:32]2[CH2:33][CH2:34][N:29]([C:26]3[CH:25]=[CH:24][C:23]([Cl:22])=[CH:28][N:27]=3)[CH2:30][CH2:31]2)=[C:7]([C:12]2[CH:17]=[CH:16][CH:15]=[CH:14][CH:13]=2)[S:6]1(=[O:19])=[O:18])([CH3:4])([CH3:3])[CH3:2]. The catalyst class is: 3.